This data is from Peptide-MHC class II binding affinity with 134,281 pairs from IEDB. The task is: Regression. Given a peptide amino acid sequence and an MHC pseudo amino acid sequence, predict their binding affinity value. This is MHC class II binding data. (1) The peptide sequence is PNESYKKQVTIRIGC. The MHC is HLA-DQA10102-DQB10602 with pseudo-sequence HLA-DQA10102-DQB10602. The binding affinity (normalized) is 0.491. (2) The peptide sequence is KKLALSLASVAMCRTPF. The MHC is DRB1_0301 with pseudo-sequence DRB1_0301. The binding affinity (normalized) is 0.778. (3) The peptide sequence is TMLLGMLMICSAA. The MHC is HLA-DQA10301-DQB10301 with pseudo-sequence HLA-DQA10301-DQB10301. The binding affinity (normalized) is 0.140. (4) The peptide sequence is KDVSLFCQMVSSVDFVPPMA. The MHC is HLA-DQA10501-DQB10201 with pseudo-sequence HLA-DQA10501-DQB10201. The binding affinity (normalized) is 0.289. (5) The peptide sequence is IQYVNYWFAPGAGAA. The MHC is HLA-DQA10101-DQB10501 with pseudo-sequence HLA-DQA10101-DQB10501. The binding affinity (normalized) is 0.544. (6) The peptide sequence is TYDKGILTVSVAVSE. The MHC is HLA-DQA10101-DQB10501 with pseudo-sequence HLA-DQA10101-DQB10501. The binding affinity (normalized) is 0.189.